From a dataset of Full USPTO retrosynthesis dataset with 1.9M reactions from patents (1976-2016). Predict the reactants needed to synthesize the given product. (1) The reactants are: C(OC([N:8]1[CH2:13][CH2:12][N:11]([C:14]([O:16][CH2:17][CH2:18][CH3:19])=[O:15])[CH2:10][CH2:9]1)=O)(C)(C)C.C(O)(C(F)(F)F)=O. Given the product [CH2:17]([O:16][C:14]([N:11]1[CH2:12][CH2:13][NH:8][CH2:9][CH2:10]1)=[O:15])[CH2:18][CH3:19], predict the reactants needed to synthesize it. (2) Given the product [CH3:9][O:8][C:5]1[CH:6]=[CH:7][C:2]([N:13]2[CH2:18][CH2:17][O:16][CH2:15][CH2:14]2)=[CH:3][C:4]=1[N+:10]([O-:12])=[O:11], predict the reactants needed to synthesize it. The reactants are: Br[C:2]1[CH:7]=[CH:6][C:5]([O:8][CH3:9])=[C:4]([N+:10]([O-:12])=[O:11])[CH:3]=1.[NH:13]1[CH2:18][CH2:17][O:16][CH2:15][CH2:14]1.C(=O)([O-])[O-].[Cs+].[Cs+].CC1(C)C2C=CC=C(P(C3C=CC=CC=3)C3C=CC=CC=3)C=2OC2C1=CC=CC=2P(C1C=CC=CC=1)C1C=CC=CC=1. (3) Given the product [NH:2]1[C:13]2[CH2:12][CH2:11][CH:10]([NH:15][C:16](=[O:22])[O:17][C:18]([CH3:21])([CH3:20])[CH3:19])[CH2:9][C:8]=2[CH:7]=[N:5]1, predict the reactants needed to synthesize it. The reactants are: O.[NH2:2]N.C[N:5]([CH:7]=[C:8]1[C:13](=O)[CH2:12][CH2:11][CH:10]([NH:15][C:16](=[O:22])[O:17][C:18]([CH3:21])([CH3:20])[CH3:19])[CH2:9]1)C. (4) Given the product [CH2:20]([O:22][C:23]([C:25]12[CH2:42][CH:41]1[CH:40]=[CH:39][CH2:38][CH2:37][CH2:36][CH2:35][N:34]([CH3:43])[C:33](=[O:44])[N:32]1[CH:28]([CH2:29][CH:30]([O:45][C:62]3[C:61]4[C:56](=[C:57]([CH3:67])[C:58]([O:65][CH3:66])=[CH:59][CH:60]=4)[N:55]=[C:54]([C:50]4[CH:51]=[CH:52][CH:53]=[C:48]([F:47])[CH:49]=4)[N:63]=3)[CH2:31]1)[C:27](=[O:46])[NH:26]2)=[O:24])[CH3:21], predict the reactants needed to synthesize it. The reactants are: C1C=CC(P(C2C=CC=CC=2)C2C=CC=CC=2)=CC=1.[CH2:20]([O:22][C:23]([C:25]12[CH2:42][CH:41]1[CH:40]=[CH:39][CH2:38][CH2:37][CH2:36][CH2:35][N:34]([CH3:43])[C:33](=[O:44])[N:32]1[CH:28]([CH2:29][CH:30]([OH:45])[CH2:31]1)[C:27](=[O:46])[NH:26]2)=[O:24])[CH3:21].[F:47][C:48]1[CH:49]=[C:50]([C:54]2[N:63]=[C:62](O)[C:61]3[C:56](=[C:57]([CH3:67])[C:58]([O:65][CH3:66])=[CH:59][CH:60]=3)[N:55]=2)[CH:51]=[CH:52][CH:53]=1.N#N.CC(OC(/N=N/C(OC(C)C)=O)=O)C. (5) Given the product [N:12]([CH2:10][C:3]1[CH:4]=[C:5]([O:8][CH3:9])[CH:6]=[CH:7][C:2]=1[Br:1])=[N+:13]=[N-:14], predict the reactants needed to synthesize it. The reactants are: [Br:1][C:2]1[CH:7]=[CH:6][C:5]([O:8][CH3:9])=[CH:4][C:3]=1[CH2:10]Br.[N-:12]=[N+:13]=[N-:14].[Na+].